This data is from Full USPTO retrosynthesis dataset with 1.9M reactions from patents (1976-2016). The task is: Predict the reactants needed to synthesize the given product. (1) The reactants are: [CH:1]1([NH2:5])[CH2:4][CH2:3][CH2:2]1.Cl[CH2:7][CH2:8][N:9]([CH2:32][CH2:33]Cl)[C:10]1[CH:30]=[C:29]([Cl:31])[C:13]2[O:14][C:15]3[C:24]([CH3:25])=[CH:23][C:22]([C:26]([OH:28])=[O:27])=[CH:21][C:16]=3[S:17](=[O:20])(=[O:19])[CH2:18][C:12]=2[CH:11]=1.[CH3:35]O. Given the product [CH3:35][O:28][C:26]([C:22]1[CH:23]=[C:24]([CH3:25])[C:15]2[O:14][C:13]3[C:29]([Cl:31])=[CH:30][C:10]([N:9]4[CH2:8][CH2:7][N:5]([CH:1]5[CH2:4][CH2:3][CH2:2]5)[CH2:33][CH2:32]4)=[CH:11][C:12]=3[CH2:18][S:17](=[O:20])(=[O:19])[C:16]=2[CH:21]=1)=[O:27], predict the reactants needed to synthesize it. (2) The reactants are: [N:1]1([C:6]2[CH:31]=[CH:30][C:9]3[N:10]([C:13]4[CH:14]=[C:15]([NH:26]C(=O)C)[CH:16]=[C:17]([C:19]5[CH:24]=[CH:23][C:22]([F:25])=[CH:21][CH:20]=5)[CH:18]=4)[CH:11]=[N:12][C:8]=3[CH:7]=2)[CH:5]=[CH:4][CH:3]=[N:2]1.[OH-].[Na+]. Given the product [N:1]1([C:6]2[CH:31]=[CH:30][C:9]3[N:10]([C:13]4[CH:14]=[C:15]([NH2:26])[CH:16]=[C:17]([C:19]5[CH:20]=[CH:21][C:22]([F:25])=[CH:23][CH:24]=5)[CH:18]=4)[CH:11]=[N:12][C:8]=3[CH:7]=2)[CH:5]=[CH:4][CH:3]=[N:2]1, predict the reactants needed to synthesize it. (3) Given the product [F:21][C:22]1[C:30]([NH:31][S:32]([CH2:35][CH2:36][CH3:37])(=[O:33])=[O:34])=[CH:29][CH:28]=[C:27]([F:38])[C:23]=1[C:24]([NH:11][C:8]1[CH:9]=[C:10]2[C:2]([I:1])=[CH:3][N:4]([S:12]([C:15]3[CH:20]=[CH:19][CH:18]=[CH:17][CH:16]=3)(=[O:14])=[O:13])[C:5]2=[N:6][CH:7]=1)=[O:25], predict the reactants needed to synthesize it. The reactants are: [I:1][C:2]1[C:10]2[C:5](=[N:6][CH:7]=[C:8]([NH2:11])[CH:9]=2)[N:4]([S:12]([C:15]2[CH:20]=[CH:19][CH:18]=[CH:17][CH:16]=2)(=[O:14])=[O:13])[CH:3]=1.[F:21][C:22]1[C:30]([NH:31][S:32]([CH2:35][CH2:36][CH3:37])(=[O:34])=[O:33])=[CH:29][CH:28]=[C:27]([F:38])[C:23]=1[C:24](O)=[O:25].CCN=C=NCCCN(C)C.C1C=CC2N(O)N=NC=2C=1. (4) Given the product [Si:15]([O:1][CH2:2][C@H:3]1[CH2:8][CH2:7][C@H:6]([OH:9])[CH2:5][CH2:4]1)([C:28]([CH3:31])([CH3:30])[CH3:29])([C:22]1[CH:23]=[CH:24][CH:25]=[CH:26][CH:27]=1)[C:16]1[CH:21]=[CH:20][CH:19]=[CH:18][CH:17]=1, predict the reactants needed to synthesize it. The reactants are: [OH:1][CH2:2][C@H:3]1[CH2:8][CH2:7][C@H:6]([OH:9])[CH2:5][CH2:4]1.N1C=CN=C1.[Si:15](Cl)([C:28]([CH3:31])([CH3:30])[CH3:29])([C:22]1[CH:27]=[CH:26][CH:25]=[CH:24][CH:23]=1)[C:16]1[CH:21]=[CH:20][CH:19]=[CH:18][CH:17]=1. (5) Given the product [CH3:24][C:19]1([CH3:25])[C:20]([CH3:23])([CH3:22])[O:21][B:17]([C:2]2[CH:3]=[C:4]([NH:8][C:9]([NH:11][CH2:12][C:13]([F:16])([F:15])[F:14])=[O:10])[CH:5]=[CH:6][CH:7]=2)[O:18]1, predict the reactants needed to synthesize it. The reactants are: Br[C:2]1[CH:3]=[C:4]([NH:8][C:9]([NH:11][CH2:12][C:13]([F:16])([F:15])[F:14])=[O:10])[CH:5]=[CH:6][CH:7]=1.[B:17]1([B:17]2[O:21][C:20]([CH3:23])([CH3:22])[C:19]([CH3:25])([CH3:24])[O:18]2)[O:21][C:20]([CH3:23])([CH3:22])[C:19]([CH3:25])([CH3:24])[O:18]1.CC([O-])=O.[K+]. (6) Given the product [CH3:17][O:16][CH2:15][CH2:14][O:1][C:2]1[CH:3]=[C:4]([CH3:12])[C:5]([C:9](=[O:11])[CH3:10])=[C:6]([CH3:8])[CH:7]=1, predict the reactants needed to synthesize it. The reactants are: [OH:1][C:2]1[CH:7]=[C:6]([CH3:8])[C:5]([C:9](=[O:11])[CH3:10])=[C:4]([CH3:12])[CH:3]=1.Cl[CH2:14][CH2:15][O:16][CH3:17].